From a dataset of Full USPTO retrosynthesis dataset with 1.9M reactions from patents (1976-2016). Predict the reactants needed to synthesize the given product. (1) Given the product [CH3:32][O:33][CH2:34][C:35]([N:1]1[CH2:2][CH2:3][CH:4]([NH:7][C:8]([C:10]2[C:14]3[N:15]=[CH:16][N:17]=[C:18]([C:19]4[CH:24]=[C:23]([O:25][CH3:26])[CH:22]=[CH:21][C:20]=4[O:27][CH2:28][CH:29]4[CH2:30][CH2:31]4)[C:13]=3[NH:12][CH:11]=2)=[O:9])[CH2:5][CH2:6]1)=[O:36], predict the reactants needed to synthesize it. The reactants are: [NH:1]1[CH2:6][CH2:5][CH:4]([NH:7][C:8]([C:10]2[C:14]3[N:15]=[CH:16][N:17]=[C:18]([C:19]4[CH:24]=[C:23]([O:25][CH3:26])[CH:22]=[CH:21][C:20]=4[O:27][CH2:28][CH:29]4[CH2:31][CH2:30]4)[C:13]=3[NH:12][CH:11]=2)=[O:9])[CH2:3][CH2:2]1.[CH3:32][O:33][CH2:34][C:35](Cl)=[O:36]. (2) The reactants are: [NH2:1][C:2]1[S:22][C:5]2=[N:6][C:7]([CH3:21])=[CH:8][C:9]([NH:10][S:11]([C:14]3[CH:19]=[CH:18][CH:17]=[C:16]([Cl:20])[CH:15]=3)(=[O:13])=[O:12])=[C:4]2[C:3]=1[C:23]1[CH:28]=[CH:27][CH:26]=[C:25]([O:29][CH3:30])[CH:24]=1.C(N(CC)CC)C.[C:38](Cl)(=[O:40])[CH3:39].C([O-])(O)=O.[Na+]. Given the product [Cl:20][C:16]1[CH:15]=[C:14]([S:11]([NH:10][C:9]2[CH:8]=[C:7]([CH3:21])[N:6]=[C:5]3[S:22][C:2]([NH:1][C:38](=[O:40])[CH3:39])=[C:3]([C:23]4[CH:28]=[CH:27][CH:26]=[C:25]([O:29][CH3:30])[CH:24]=4)[C:4]=23)(=[O:12])=[O:13])[CH:19]=[CH:18][CH:17]=1, predict the reactants needed to synthesize it. (3) Given the product [CH3:16][C@@H:12]1[CH2:13][CH2:14][CH2:15][N:11]1[CH2:10][CH2:9][C:7]1[NH:6][C:5]2[CH:17]=[CH:18][C:2]([C:24]3[CH:25]=[CH:26][C:21]([C:19]#[N:20])=[CH:22][CH:23]=3)=[CH:3][C:4]=2[N:8]=1, predict the reactants needed to synthesize it. The reactants are: Br[C:2]1[CH:18]=[CH:17][C:5]2[NH:6][C:7]([CH2:9][CH2:10][N:11]3[CH2:15][CH2:14][CH2:13][CH:12]3[CH3:16])=[N:8][C:4]=2[CH:3]=1.[C:19]([C:21]1[CH:26]=[CH:25][C:24](B(O)O)=[CH:23][CH:22]=1)#[N:20].C([O-])([O-])=O.[Na+].[Na+]. (4) Given the product [C:27]([CH:25]([CH:23]([C:22]([OH:31])=[O:30])[OH:24])[OH:26])([OH:29])=[O:28].[N:1]12[CH2:8][CH2:7][CH:4]([CH2:5][CH2:6]1)[C@@H:3]([NH:9][C:10]([C:12]1[N:13]=[CH:14][C:15]3[N:16]([C:18]([C:32]#[N:33])=[CH:19][CH:20]=3)[CH:17]=1)=[O:11])[CH2:2]2, predict the reactants needed to synthesize it. The reactants are: [N:1]12[CH2:8][CH2:7][CH:4]([CH2:5][CH2:6]1)[C@@H:3]([NH:9][C:10]([C:12]1[N:13]=[CH:14][C:15]3[N:16]([C:18](Br)=[CH:19][CH:20]=3)[CH:17]=1)=[O:11])[CH2:2]2.[C:22]([OH:31])(=[O:30])[C@H:23]([C@@H:25]([C:27]([OH:29])=[O:28])[OH:26])[OH:24].[CH3:32][N:33](C=O)C. (5) Given the product [NH2:30][C@H:33]([C:34]([NH:1][C@H:2]([C:7]([O:9][CH2:10][C:11]1[CH:16]=[CH:15][CH:14]=[CH:13][CH:12]=1)=[O:8])[CH2:3][CH:4]([CH3:6])[CH3:5])=[O:44])[CH2:17][C:18]1[CH:19]=[CH:20][C:21]([O:54][C:55]([CH3:58])([CH3:57])[CH3:56])=[CH:22][CH:23]=1, predict the reactants needed to synthesize it. The reactants are: [NH2:1][C@H:2]([C:7]([O:9][CH2:10][C:11]1[CH:16]=[CH:15][CH:14]=[CH:13][CH:12]=1)=[O:8])[CH2:3][CH:4]([CH3:6])[CH3:5].[CH3:17][C:18]1[CH:19]=[CH:20][C:21](S(O)(=O)=O)=[CH:22][CH:23]=1.C([N:30]([CH2:33][CH3:34])CC)C.C1C=CC2N([OH:44])N=NC=2C=1.N(C(OCC1C2C(=CC=CC=2)C2C1=CC=CC=2)=O)[C@H](C(O)=O)CC1C=CC([O:54][C:55]([CH3:58])([CH3:57])[CH3:56])=CC=1.CCN=C=NCCCN(C)C.Cl.C(O)(=O)C(CC(O)=O)S.C1CCN2C(=NCCC2)CC1.S(O)(C)(=O)=O.